From a dataset of Peptide-MHC class II binding affinity with 134,281 pairs from IEDB. Regression. Given a peptide amino acid sequence and an MHC pseudo amino acid sequence, predict their binding affinity value. This is MHC class II binding data. (1) The peptide sequence is AAAFAGTTVYGAFAA. The MHC is HLA-DQA10103-DQB10603 with pseudo-sequence HLA-DQA10103-DQB10603. The binding affinity (normalized) is 0.936. (2) The peptide sequence is AALTKAITAMSEVQK. The MHC is DRB1_0701 with pseudo-sequence DRB1_0701. The binding affinity (normalized) is 0.751. (3) The peptide sequence is AAATNGTTVYGAFAA. The MHC is HLA-DQA10401-DQB10402 with pseudo-sequence HLA-DQA10401-DQB10402. The binding affinity (normalized) is 0.542. (4) The peptide sequence is PGVDYTITVYAVTYY. The MHC is DRB1_1001 with pseudo-sequence DRB1_1001. The binding affinity (normalized) is 0.207. (5) The MHC is DRB1_0301 with pseudo-sequence DRB1_0301. The binding affinity (normalized) is 0.452. The peptide sequence is AYTSSDDQISLFDQS.